Dataset: Catalyst prediction with 721,799 reactions and 888 catalyst types from USPTO. Task: Predict which catalyst facilitates the given reaction. (1) Reactant: [Cl:1][C:2]1[CH:7]=[CH:6][C:5]([C:8]2[CH:13]=[CH:12][CH:11]=[C:10]([OH:14])[C:9]=2[CH2:15][N:16]2[CH2:21][CH2:20][N:19]([C:22]([O:24][C:25]([CH3:28])([CH3:27])[CH3:26])=[O:23])[CH2:18][CH2:17]2)=[CH:4][CH:3]=1.[F:29][C:30]([F:43])([F:42])[S:31](O[S:31]([C:30]([F:43])([F:42])[F:29])(=[O:33])=[O:32])(=[O:33])=[O:32]. Product: [Cl:1][C:2]1[CH:7]=[CH:6][C:5]([C:8]2[CH:13]=[CH:12][CH:11]=[C:10]([O:14][S:31]([C:30]([F:43])([F:42])[F:29])(=[O:33])=[O:32])[C:9]=2[CH2:15][N:16]2[CH2:17][CH2:18][N:19]([C:22]([O:24][C:25]([CH3:28])([CH3:27])[CH3:26])=[O:23])[CH2:20][CH2:21]2)=[CH:4][CH:3]=1. The catalyst class is: 300. (2) Reactant: [OH:1][CH:2]1[CH2:7][CH2:6][N:5]([C:8]([O:10][CH2:11][C:12]2[CH:17]=[CH:16][CH:15]=[CH:14][CH:13]=2)=[O:9])[CH2:4][CH2:3]1.[H-].[Na+].[CH3:20][N:21]([CH3:27])[S:22]([CH:25]=[CH2:26])(=[O:24])=[O:23].O. Product: [CH3:20][N:21]([CH3:27])[S:22]([CH2:25][CH2:26][O:1][CH:2]1[CH2:3][CH2:4][N:5]([C:8]([O:10][CH2:11][C:12]2[CH:17]=[CH:16][CH:15]=[CH:14][CH:13]=2)=[O:9])[CH2:6][CH2:7]1)(=[O:24])=[O:23]. The catalyst class is: 7. (3) Reactant: O1CCCCC1[N:7]1[C:15]2[C:10](=[CH:11][C:12]([NH:16][C@H:17]3[CH2:22][CH2:21][CH2:20][N:19](C(OC(C)(C)C)=O)[CH2:18]3)=[CH:13][CH:14]=2)[CH:9]=[N:8]1.[ClH:30].O1CCOCC1. Product: [ClH:30].[ClH:30].[NH:19]1[CH2:20][CH2:21][CH2:22][C@H:17]([NH:16][C:12]2[CH:11]=[C:10]3[C:15](=[CH:14][CH:13]=2)[NH:7][N:8]=[CH:9]3)[CH2:18]1. The catalyst class is: 8. (4) Reactant: Cl.Cl[CH2:3][CH2:4][N:5]1[CH2:10][CH2:9][O:8][CH2:7][CH2:6]1.[N+:11]([C:14]1[CH:15]=[N:16][NH:17][CH:18]=1)([O-:13])=[O:12].[OH-].[K+]. Product: [N+:11]([C:14]1[CH:15]=[N:16][N:17]([CH2:3][CH2:4][N:5]2[CH2:10][CH2:9][O:8][CH2:7][CH2:6]2)[CH:18]=1)([O-:13])=[O:12]. The catalyst class is: 14. (5) Product: [O:1]1[C:5]2[CH:6]=[CH:7][C:8]([C:10]3[S:11][CH:12]=[C:13]([C:15]([NH:25][C:21]4[S:22][C:23]([CH3:24])=[C:19]([CH3:18])[N:20]=4)=[O:17])[N:14]=3)=[CH:9][C:4]=2[CH2:3][CH2:2]1. Reactant: [O:1]1[C:5]2[CH:6]=[CH:7][C:8]([C:10]3[S:11][CH:12]=[C:13]([C:15]([OH:17])=O)[N:14]=3)=[CH:9][C:4]=2[CH2:3][CH2:2]1.[CH3:18][C:19]1[N:20]=[C:21]([NH2:25])[S:22][C:23]=1[CH3:24].CN(C(ON1N=NC2C=CC=CC1=2)=[N+](C)C)C.F[P-](F)(F)(F)(F)F. The catalyst class is: 17. (6) Reactant: Br[C:2]1[CH:3]=[C:4]2[C:8](=[CH:9][CH:10]=1)[NH:7][N:6]=[CH:5]2.[B:11]1([B:11]2[O:15][C:14]([CH3:17])([CH3:16])[C:13]([CH3:19])([CH3:18])[O:12]2)[O:15][C:14]([CH3:17])([CH3:16])[C:13]([CH3:19])([CH3:18])[O:12]1.CC([O-])=O.[K+]. Product: [CH3:18][C:13]1([CH3:19])[C:14]([CH3:17])([CH3:16])[O:15][B:11]([C:2]2[CH:3]=[C:4]3[C:8](=[CH:9][CH:10]=2)[NH:7][N:6]=[CH:5]3)[O:12]1. The catalyst class is: 151.